This data is from Forward reaction prediction with 1.9M reactions from USPTO patents (1976-2016). The task is: Predict the product of the given reaction. (1) Given the reactants [CH2:1]([O:8][C:9]1[CH:18]=[C:17]2[C:12]([C:13]([O:19][C:20]3[CH:25]=[CH:24][C:23]([NH2:26])=[C:22]([F:27])[CH:21]=3)=[CH:14][CH:15]=[N:16]2)=[CH:11][C:10]=1[C:28]#[N:29])[C:2]1[CH:7]=[CH:6][CH:5]=[CH:4][CH:3]=1.[C:30](Cl)(=[O:38])[O:31][C:32]1[CH:37]=[CH:36][CH:35]=[CH:34][CH:33]=1.O.C1(C)C=CC=CC=1, predict the reaction product. The product is: [C:28]([C:10]1[CH:11]=[C:12]2[C:17](=[CH:18][C:9]=1[O:8][CH2:1][C:2]1[CH:7]=[CH:6][CH:5]=[CH:4][CH:3]=1)[N:16]=[CH:15][CH:14]=[C:13]2[O:19][C:20]1[CH:25]=[CH:24][C:23]([NH:26][C:30](=[O:38])[O:31][C:32]2[CH:37]=[CH:36][CH:35]=[CH:34][CH:33]=2)=[C:22]([F:27])[CH:21]=1)#[N:29]. (2) Given the reactants Br[C:2]1[N:3]=[C:4]2[N:10]=[C:9]([C:11]3[CH:16]=[C:15]([O:17][C:18]4[CH:23]=[CH:22][C:21]([S:24]([CH3:27])(=[O:26])=[O:25])=[CH:20][CH:19]=4)[CH:14]=[C:13]([O:28][C@@H:29]([CH3:33])[CH2:30][O:31][CH3:32])[CH:12]=3)[NH:8][C:5]2=[N:6][CH:7]=1.[Na].[C:35](OCC)(=[O:37])C, predict the reaction product. The product is: [CH3:35][O:37][C:2]1[N:3]=[C:4]2[N:10]=[C:9]([C:11]3[CH:16]=[C:15]([O:17][C:18]4[CH:23]=[CH:22][C:21]([S:24]([CH3:27])(=[O:26])=[O:25])=[CH:20][CH:19]=4)[CH:14]=[C:13]([O:28][C@@H:29]([CH3:33])[CH2:30][O:31][CH3:32])[CH:12]=3)[NH:8][C:5]2=[N:6][CH:7]=1. (3) The product is: [Cl:1][C:2]1[N:7]=[C:6]([NH:33][CH3:32])[N:5]=[C:4]([N:12]2[C@H:17]([C:18]([F:21])([F:20])[F:19])[CH2:16][CH2:15][C@H:14]([C:22]([NH:24][CH:25]3[CH2:30][CH2:29][CH2:28][CH2:27][CH2:26]3)=[O:23])[CH2:13]2)[CH:3]=1. Given the reactants [Cl:1][C:2]1[N:7]=[C:6](S(C)(=O)=O)[N:5]=[C:4]([N:12]2[C@H:17]([C:18]([F:21])([F:20])[F:19])[CH2:16][CH2:15][C@H:14]([C:22]([NH:24][CH:25]3[CH2:30][CH2:29][CH2:28][CH2:27][CH2:26]3)=[O:23])[CH2:13]2)[CH:3]=1.C[CH2:32][N:33](C(C)C)C(C)C.CN.C1COCC1, predict the reaction product. (4) Given the reactants CON(C)[C:4]([C:6]1[N:7]=[CH:8][N:9]([C:11]2[CH:16]=[CH:15][CH:14]=[C:13]([C:17]3[C:18]([F:24])=[N:19][CH:20]=[CH:21][C:22]=3[F:23])[CH:12]=2)[CH:10]=1)=[O:5].[CH3:26][C:27]1[S:31][CH:30]=[N:29][CH:28]=1, predict the reaction product. The product is: [F:24][C:18]1[C:17]([C:13]2[CH:12]=[C:11]([N:9]3[CH:10]=[C:6]([C:4]([C:30]4[S:31][C:27]([CH3:26])=[CH:28][N:29]=4)=[O:5])[N:7]=[CH:8]3)[CH:16]=[CH:15][CH:14]=2)=[C:22]([F:23])[CH:21]=[CH:20][N:19]=1. (5) The product is: [ClH:1].[ClH:1].[CH2:15]1[C:23]2[C:18](=[CH:19][C:20]([NH:24][C:25]([N:27]3[CH2:32][CH2:31][NH:30][CH2:29][CH:28]3[CH2:40][O:41][C:42]3[CH:43]=[N:44][CH:45]=[CH:46][CH:47]=3)=[O:26])=[CH:21][CH:22]=2)[CH2:17][CH2:16]1. Given the reactants [ClH:1].O1CCOCC1.OC(C(F)(F)F)=O.[CH2:15]1[C:23]2[C:18](=[CH:19][C:20]([NH:24][C:25]([N:27]3[CH2:32][CH2:31][N:30](C(OC(C)(C)C)=O)[CH2:29][CH:28]3[CH2:40][O:41][C:42]3[CH:43]=[N:44][CH:45]=[CH:46][CH:47]=3)=[O:26])=[CH:21][CH:22]=2)[CH2:17][CH2:16]1, predict the reaction product. (6) The product is: [CH2:14]([C:2]([CH2:14][C:15]1[CH:20]=[CH:19][CH:18]=[CH:17][CH:16]=1)([C:3]([O:5][CH2:6][CH3:7])=[O:4])[C:1]([O:9][CH2:10][CH3:11])=[O:8])[C:15]1[CH:20]=[CH:19][CH:18]=[CH:17][CH:16]=1. Given the reactants [C:1]([O:9][CH2:10][CH3:11])(=[O:8])[CH2:2][C:3]([O:5][CH2:6][CH3:7])=[O:4].[H-].[Na+].[CH2:14](Cl)[C:15]1[CH:20]=[CH:19][CH:18]=[CH:17][CH:16]=1.[Cl-].[NH4+], predict the reaction product.